From a dataset of Forward reaction prediction with 1.9M reactions from USPTO patents (1976-2016). Predict the product of the given reaction. (1) Given the reactants Br[CH2:2][CH2:3][O:4][CH2:5][C:6]1[CH:11]=[CH:10][CH:9]=[CH:8][CH:7]=1.[CH3:12][C:13]1([CH3:20])[O:17][CH:16]([CH2:18][OH:19])[CH2:15][O:14]1.[OH-].[Na+], predict the reaction product. The product is: [CH2:5]([O:4][CH2:3][CH2:2][O:19][CH2:18][CH:16]1[CH2:15][O:14][C:13]([CH3:20])([CH3:12])[O:17]1)[C:6]1[CH:11]=[CH:10][CH:9]=[CH:8][CH:7]=1. (2) The product is: [CH:13]1([CH2:19][C:2]2[C:3]([CH3:11])=[C:4]([C:7]([O:9][CH3:10])=[O:8])[O:5][CH:6]=2)[CH2:18][CH2:17][CH2:16][CH2:15][CH2:14]1. Given the reactants Br[C:2]1[C:3]([CH3:11])=[C:4]([C:7]([O:9][CH3:10])=[O:8])[O:5][CH:6]=1.[Br-].[CH:13]1([CH2:19][Zn+])[CH2:18][CH2:17][CH2:16][CH2:15][CH2:14]1, predict the reaction product. (3) Given the reactants [CH2:1]([S:8]([C:11]1[CH:21]=[CH:20][C:14]([CH2:15][NH:16]C(=O)C)=[CH:13][CH:12]=1)(=[O:10])=[O:9])[C:2]1[CH:7]=[CH:6][CH:5]=[CH:4][CH:3]=1.[ClH:22], predict the reaction product. The product is: [ClH:22].[CH2:1]([S:8]([C:11]1[CH:12]=[CH:13][C:14]([CH2:15][NH2:16])=[CH:20][CH:21]=1)(=[O:10])=[O:9])[C:2]1[CH:7]=[CH:6][CH:5]=[CH:4][CH:3]=1. (4) Given the reactants [CH:1]([C:3]1[C:15]2[O:14][N:13]=[C:12]([CH2:16][CH2:17][CH:18]3[CH2:23][CH2:22][N:21]([CH2:24][C:25]4[S:29][C:28]([C:30]#[N:31])=[CH:27][CH:26]=4)[CH2:20][CH2:19]3)[C:11]=2[CH:10]=[C:9]2[C:4]=1[CH:5]=[CH:6][CH:7]=[CH:8]2)=O.[CH3:32][NH2:33].S([O-])([O-])(=O)=O.[Mg+2].[BH4-].[Na+].N, predict the reaction product. The product is: [CH3:32][NH:33][CH2:1][C:3]1[C:15]2[O:14][N:13]=[C:12]([CH2:16][CH2:17][CH:18]3[CH2:23][CH2:22][N:21]([CH2:24][C:25]4[S:29][C:28]([C:30]#[N:31])=[CH:27][CH:26]=4)[CH2:20][CH2:19]3)[C:11]=2[CH:10]=[C:9]2[C:4]=1[CH:5]=[CH:6][CH:7]=[CH:8]2. (5) Given the reactants Cl[C:2]1[N:7]=[C:6]([S:8][CH2:9][CH3:10])[C:5]([C:11]([NH:13][CH2:14][C:15]2[CH:20]=[CH:19][CH:18]=[C:17]([F:21])[CH:16]=2)=[O:12])=[C:4]([CH3:22])[CH:3]=1.[Na+].[I-].ClC([SiH3])(Cl)Cl.[OH-].[Na+].C([O-])([O-])=O.[Cs+].[Cs+].N1C=CC=CC=1C(O)=O.[NH:47]1[CH2:52][CH2:51][O:50][CH2:49][C:48]1=[O:53], predict the reaction product. The product is: [CH2:9]([S:8][C:6]1[C:5]([C:11]([NH:13][CH2:14][C:15]2[CH:20]=[CH:19][CH:18]=[C:17]([F:21])[CH:16]=2)=[O:12])=[C:4]([CH3:22])[CH:3]=[C:2]([N:47]2[CH2:52][CH2:51][O:50][CH2:49][C:48]2=[O:53])[N:7]=1)[CH3:10].